From a dataset of Reaction yield outcomes from USPTO patents with 853,638 reactions. Predict the reaction yield, written as a fraction of the theoretical maximum amount of product (1.0 means a 100% yield; for example, 0.34 means a 34% yield). (1) The reactants are CCN(C(C)C)C(C)C.[F:10][C:11]1[CH:16]=[CH:15][C:14]([C:17]2[O:18][C:19]3[CH:29]=[CH:28][C:27]([C:30]4[CH:31]=[C:32]([CH:42]=[CH:43][CH:44]=4)[C:33]([NH:35][C:36]([CH3:41])([CH3:40])[C:37]([OH:39])=O)=[O:34])=[CH:26][C:20]=3[C:21]=2[C:22](=[O:25])[NH:23][CH3:24])=[CH:13][CH:12]=1.[CH3:45][C:46]1[O:50][N:49]=[C:48]([NH2:51])[CH:47]=1.[H-].[Na+]. The catalyst is CN(C=O)C.CO. The product is [F:10][C:11]1[CH:12]=[CH:13][C:14]([C:17]2[O:18][C:19]3[CH:29]=[CH:28][C:27]([C:30]4[CH:44]=[CH:43][CH:42]=[C:32]([C:33](=[O:34])[NH:35][C:36]([CH3:40])([CH3:41])[C:37]([NH:51][C:48]5[CH:47]=[C:46]([CH3:45])[O:50][N:49]=5)=[O:39])[CH:31]=4)=[CH:26][C:20]=3[C:21]=2[C:22]([NH:23][CH3:24])=[O:25])=[CH:15][CH:16]=1. The yield is 0.0900. (2) The reactants are [F:1][C:2]1[C:7]([CH3:8])=[CH:6][C:5]([CH:9]=[C:10]([CH3:16])[C:11]([O:13][CH2:14][CH3:15])=[O:12])=[CH:4][C:3]=1[CH3:17]. The catalyst is CO.[Pd]. The product is [F:1][C:2]1[C:3]([CH3:17])=[CH:4][C:5]([CH2:9][CH:10]([CH3:16])[C:11]([O:13][CH2:14][CH3:15])=[O:12])=[CH:6][C:7]=1[CH3:8]. The yield is 0.880. (3) The reactants are [Cl:1][C:2]1[CH:23]=[C:22]([O:24]C)[CH:21]=[C:20]([Cl:26])[C:3]=1[CH2:4][CH:5]1[CH2:9][CH2:8][N:7]([CH:10]2[CH2:18][CH2:17][C:16]3[C:12](=[CH:13][NH:14][N:15]=3)[CH2:11]2)[C:6]1=[O:19].B(Br)(Br)Br.CO. The catalyst is C(Cl)Cl. The product is [Cl:26][C:20]1[CH:21]=[C:22]([OH:24])[CH:23]=[C:2]([Cl:1])[C:3]=1[CH2:4][CH:5]1[CH2:9][CH2:8][N:7]([CH:10]2[CH2:18][CH2:17][C:16]3[C:12](=[CH:13][NH:14][N:15]=3)[CH2:11]2)[C:6]1=[O:19]. The yield is 0.750. (4) The reactants are [Cl:1][C:2]1[CH:3]=[C:4]([C:12]2[O:16][N:15]=[C:14]([C:17]3[CH:34]=[CH:33][C:20]4[CH2:21][CH2:22][N:23](C(OC(C)(C)C)=O)[CH2:24][CH2:25][C:19]=4[CH:18]=3)[N:13]=2)[CH:5]=[CH:6][C:7]=1[O:8][CH:9]([CH3:11])[CH3:10]. The catalyst is Cl.O1CCOCC1. The product is [ClH:1].[Cl:1][C:2]1[CH:3]=[C:4]([C:12]2[O:16][N:15]=[C:14]([C:17]3[CH:34]=[CH:33][C:20]4[CH2:21][CH2:22][NH:23][CH2:24][CH2:25][C:19]=4[CH:18]=3)[N:13]=2)[CH:5]=[CH:6][C:7]=1[O:8][CH:9]([CH3:11])[CH3:10]. The yield is 0.820.